Predict the product of the given reaction. From a dataset of Forward reaction prediction with 1.9M reactions from USPTO patents (1976-2016). (1) Given the reactants [OH:1][CH2:2][CH2:3][N:4]([CH2:6][C:7]1[CH:8]=[C:9]([CH:13]=[C:14]([CH3:16])[CH:15]=1)[C:10]([OH:12])=O)[CH3:5].CN(C(ON1N=NC2C=CC=CC1=2)=[N+](C)C)C.F[P-](F)(F)(F)(F)F.C1C=CC2N(O)N=NC=2C=1.C(N(CC)C(C)C)(C)C.[NH2:60][C@@H:61]([CH2:75][C:76]1[CH:81]=[C:80]([F:82])[CH:79]=[C:78]([F:83])[CH:77]=1)[C@H:62]([OH:74])[CH2:63][NH:64][CH2:65][C:66]1[CH:71]=[CH:70][CH:69]=[C:68]([CH2:72][CH3:73])[CH:67]=1.[ClH:84], predict the reaction product. The product is: [ClH:84].[ClH:84].[F:82][C:80]1[CH:81]=[C:76]([CH:77]=[C:78]([F:83])[CH:79]=1)[CH2:75][C@H:61]([NH:60][C:10](=[O:12])[C:9]1[CH:13]=[C:14]([CH3:16])[CH:15]=[C:7]([CH2:6][N:4]([CH2:3][CH2:2][OH:1])[CH3:5])[CH:8]=1)[C@H:62]([OH:74])[CH2:63][NH:64][CH2:65][C:66]1[CH:71]=[CH:70][CH:69]=[C:68]([CH2:72][CH3:73])[CH:67]=1. (2) Given the reactants C(O)(C)C.Cl.[CH3:6][NH:7][CH2:8][CH2:9][CH2:10][CH2:11][CH2:12][CH2:13][CH2:14][CH2:15][OH:16].C(N(CC)CC)C.[C:32](O[C:32]([O:34][C:35]([CH3:38])([CH3:37])[CH3:36])=[O:33])([O:34][C:35]([CH3:38])([CH3:37])[CH3:36])=[O:33], predict the reaction product. The product is: [C:35]([O:34][C:32]([N:7]([CH2:8][CH2:9][CH2:10][CH2:11][CH2:12][CH2:13][CH2:14][CH2:15][OH:16])[CH3:6])=[O:33])([CH3:36])([CH3:37])[CH3:38]. (3) Given the reactants [CH2:1]([O:3][C:4]([C:6]1[S:7][C:8]2[CH:14]=[CH:13][C:12]([NH:15][S:16]([C:19]3[CH:24]=[CH:23][C:22]([C:25]([CH3:28])([CH3:27])[CH3:26])=[CH:21][CH:20]=3)(=[O:18])=[O:17])=[CH:11][C:9]=2[CH:10]=1)=[O:5])[CH3:2].[Br:29]N1C(=O)CCC1=O, predict the reaction product. The product is: [CH2:1]([O:3][C:4]([C:6]1[S:7][C:8]2[CH:14]=[CH:13][C:12]([NH:15][S:16]([C:19]3[CH:20]=[CH:21][C:22]([C:25]([CH3:27])([CH3:26])[CH3:28])=[CH:23][CH:24]=3)(=[O:17])=[O:18])=[CH:11][C:9]=2[C:10]=1[Br:29])=[O:5])[CH3:2].